This data is from Catalyst prediction with 721,799 reactions and 888 catalyst types from USPTO. The task is: Predict which catalyst facilitates the given reaction. (1) Reactant: CN.[F:3][C:4]([F:29])([F:28])[C:5]1[CH:6]=[CH:7][C:8]([CH2:11][CH:12]2[CH2:16][CH2:15][CH2:14][CH:13]2[N:17]2C(=O)C3C(=CC=CC=3)C2=O)=[N:9][CH:10]=1. Product: [F:28][C:4]([F:3])([F:29])[C:5]1[CH:6]=[CH:7][C:8]([CH2:11][CH:12]2[CH2:16][CH2:15][CH2:14][CH:13]2[NH2:17])=[N:9][CH:10]=1. The catalyst class is: 8. (2) Reactant: C[N+]([O-:5])(C)C.Br[CH2:7][CH2:8][CH2:9][CH2:10][C:11]([CH3:15])([CH3:14])[C:12]#[N:13]. Product: [CH3:14][C:11]([CH3:15])([CH2:10][CH2:9][CH2:8][CH:7]=[O:5])[C:12]#[N:13]. The catalyst class is: 16. (3) Reactant: [Br:1][C:2]1[CH:3]=[N:4][C:5]([C:8]([O:10]C)=O)=[N:6][CH:7]=1.[CH3:12][NH2:13]. Product: [Br:1][C:2]1[CH:7]=[N:6][C:5]([C:8]([NH:13][CH3:12])=[O:10])=[N:4][CH:3]=1. The catalyst class is: 111. (4) Reactant: [C:1]1([C:7]2[CH:12]=[CH:11][CH:10]=[CH:9][CH:8]=2)[CH:6]=[CH:5][CH:4]=[CH:3][CH:2]=1.C(O)(=O)C1C=CC=CC=1.C[N:23]([C:25]([O:29]N1N=NC2C=CC=CC1=2)=[N+](C)C)C.F[P-](F)(F)(F)(F)F.CN(C)C[C@@H]1CC[C@H](C2C=CC=CC=2)N1. Product: [C:1]1([C:7]2[CH:8]=[CH:9][CH:10]=[CH:11][CH:12]=2)[C:6]([C:25]([NH2:23])=[O:29])=[CH:5][CH:4]=[CH:3][CH:2]=1. The catalyst class is: 31. (5) Reactant: [NH:1]1[CH2:6][CH2:5][CH:4]([C:7]([OH:9])=[O:8])[CH2:3][CH2:2]1.C(N(CC)CC)C.[CH3:17][C:18]([O:21][C:22](O[C:22]([O:21][C:18]([CH3:20])([CH3:19])[CH3:17])=[O:23])=[O:23])([CH3:20])[CH3:19]. Product: [C:18]([O:21][C:22]([N:1]1[CH2:6][CH2:5][CH:4]([C:7]([OH:9])=[O:8])[CH2:3][CH2:2]1)=[O:23])([CH3:20])([CH3:19])[CH3:17]. The catalyst class is: 38.